Dataset: Catalyst prediction with 721,799 reactions and 888 catalyst types from USPTO. Task: Predict which catalyst facilitates the given reaction. (1) Reactant: [CH3:1][O:2][C:3]1[CH:4]=[C:5]([S:9][CH2:10][C@@H:11]2[C@:20]3([CH3:21])[C@H:15]([C:16]([CH3:23])([CH3:22])[CH2:17][CH2:18][CH2:19]3)[CH2:14][CH2:13][C@@:12]2([CH3:25])O)[CH:6]=[CH:7][CH:8]=1.Cl[Sn](Cl)(Cl)Cl. Product: [CH3:1][O:2][C:3]1[CH:4]=[C:5]2[C:6]([C@@:12]3([CH3:25])[C@H:11]([CH2:10][S:9]2)[C@:20]2([CH3:21])[C@H:15]([C:16]([CH3:23])([CH3:22])[CH2:17][CH2:18][CH2:19]2)[CH2:14][CH2:13]3)=[CH:7][CH:8]=1. The catalyst class is: 2. (2) Reactant: [C:1]([N:4]1[CH2:9][CH2:8][NH:7][CH2:6][CH2:5]1)(=[O:3])[CH3:2].F[C:11]1[CH:18]=[CH:17][C:14]([C:15]#[N:16])=[CH:13][CH:12]=1.C(=O)([O-])[O-].[K+].[K+].CN(C)C=O. Product: [C:1]([N:4]1[CH2:9][CH2:8][N:7]([C:11]2[CH:18]=[CH:17][C:14]([C:15]#[N:16])=[CH:13][CH:12]=2)[CH2:6][CH2:5]1)(=[O:3])[CH3:2]. The catalyst class is: 69. (3) The catalyst class is: 61. Product: [F:1][C:2]1[C:3]([C:16]2[N:21]=[N:20][C:19]([N:22]([CH3:33])[CH:23]3[CH2:24][C:25]([CH3:31])([CH3:32])[NH:26][C:27]([CH3:30])([CH3:29])[CH2:28]3)=[CH:18][CH:17]=2)=[C:4]([OH:14])[CH:5]=[C:6]([C:8]2[CH:9]=[N:10][N:11]([CH3:13])[CH:12]=2)[CH:7]=1. Reactant: [F:1][C:2]1[CH:7]=[C:6]([C:8]2[CH:9]=[N:10][N:11]([CH3:13])[CH:12]=2)[CH:5]=[C:4]([O:14]C)[C:3]=1[C:16]1[N:21]=[N:20][C:19]([N:22]([CH3:33])[CH:23]2[CH2:28][C:27]([CH3:30])([CH3:29])[NH:26][C:25]([CH3:32])([CH3:31])[CH2:24]2)=[CH:18][CH:17]=1.FC1C=CC=C(OC)C=1C1N=NC(N(C)C2CC(C)(C)NC(C)(C)C2)=C(C2C=NN(C)C=2)C=1.B(Br)(Br)Br.Cl.